Dataset: KCNQ2 potassium channel screen with 302,405 compounds. Task: Binary Classification. Given a drug SMILES string, predict its activity (active/inactive) in a high-throughput screening assay against a specified biological target. The result is 1 (active). The drug is Clc1c(Oc2c(cccc2)c2ocnn2)ncc(c1)C(F)(F)F.